This data is from Full USPTO retrosynthesis dataset with 1.9M reactions from patents (1976-2016). The task is: Predict the reactants needed to synthesize the given product. (1) Given the product [O:2]=[C:3]1[NH:8][CH:7]=[C:6]([C:9]2[CH:17]=[CH:16][C:12]([C:13]([OH:15])=[O:14])=[CH:11][CH:10]=2)[CH:5]=[CH:4]1, predict the reactants needed to synthesize it. The reactants are: C[O:2][C:3]1[N:8]=[CH:7][C:6]([C:9]2[CH:17]=[CH:16][C:12]([C:13]([OH:15])=[O:14])=[CH:11][CH:10]=2)=[CH:5][CH:4]=1.CS(C)=O.Cl.[NH+]1C=CC=CC=1. (2) The reactants are: [F:1][C:2]1[CH:7]=[CH:6][CH:5]=[C:4]([S:8]([CH3:11])(=[O:10])=[O:9])[C:3]=1F.[NH2:13][C:14]1[N:15]=[N:16][CH:17]=[CH:18][CH:19]=1.Cl[C:21]1[C:30]2[C:25](=[CH:26][CH:27]=[C:28]([OH:31])[CH:29]=2)[N:24]=[CH:23][N:22]=1. Given the product [F:1][C:2]1[CH:7]=[CH:6][CH:5]=[C:4]([S:8]([CH3:11])(=[O:10])=[O:9])[C:3]=1[O:31][C:28]1[CH:29]=[C:30]2[C:25](=[CH:26][CH:27]=1)[N:24]=[CH:23][N:22]=[C:21]2[NH:13][C:14]1[N:15]=[N:16][CH:17]=[CH:18][CH:19]=1, predict the reactants needed to synthesize it. (3) Given the product [F:1][C:2]([F:42])([F:41])[C:3]1[CH:4]=[C:5]([CH:34]=[C:35]([C:37]([F:40])([F:39])[F:38])[CH:36]=1)[CH2:6][N:7]([CH2:8][C:9]1[C:10]([C:23]([F:26])([F:25])[F:24])=[N:11][N:12]([CH3:22])[C:13]=1[N:14]([CH2:18][CH:19]1[CH2:21][CH2:20]1)[CH2:15][CH2:16][CH3:17])[C:27]1[N:32]=[CH:31][C:30]([CH:45]=[CH:44][C:43]([O:47][CH2:48][C:49]2[CH:54]=[CH:53][CH:52]=[CH:51][CH:50]=2)=[O:46])=[CH:29][N:28]=1, predict the reactants needed to synthesize it. The reactants are: [F:1][C:2]([F:42])([F:41])[C:3]1[CH:4]=[C:5]([CH:34]=[C:35]([C:37]([F:40])([F:39])[F:38])[CH:36]=1)[CH2:6][N:7]([C:27]1[N:32]=[CH:31][C:30](Br)=[CH:29][N:28]=1)[CH2:8][C:9]1[C:10]([C:23]([F:26])([F:25])[F:24])=[N:11][N:12]([CH3:22])[C:13]=1[N:14]([CH2:18][CH:19]1[CH2:21][CH2:20]1)[CH2:15][CH2:16][CH3:17].[C:43]([O:47][CH2:48][C:49]1[CH:54]=[CH:53][CH:52]=[CH:51][CH:50]=1)(=[O:46])[CH:44]=[CH2:45].F[B-](F)(F)F.[H+].C(P(C(C)(C)C)C(C)(C)C)(C)(C)C.C(N(C(C)C)C(C)C)C. (4) Given the product [Cl:19][C:20]1[CH:25]=[CH:24][C:23]([C:2]2[C:10]3[N:9]4[CH2:11][CH2:12][CH2:13][NH:14][C:15](=[O:16])[C:8]4=[CH:7][C:6]=3[CH:5]=[C:4]([C:17]#[N:18])[CH:3]=2)=[CH:22][C:21]=1[F:29], predict the reactants needed to synthesize it. The reactants are: Br[C:2]1[C:10]2[N:9]3[CH2:11][CH2:12][CH2:13][NH:14][C:15](=[O:16])[C:8]3=[CH:7][C:6]=2[CH:5]=[C:4]([C:17]#[N:18])[CH:3]=1.[Cl:19][C:20]1[CH:25]=[CH:24][C:23](B(O)O)=[CH:22][C:21]=1[F:29].